From a dataset of Catalyst prediction with 721,799 reactions and 888 catalyst types from USPTO. Predict which catalyst facilitates the given reaction. Reactant: [CH:1]12[N:8](C(OC(C)(C)C)=O)[CH:5]([CH2:6][CH2:7]1)[CH2:4][NH:3][CH2:2]2.Br[CH2:17][CH2:18][O:19][C:20]1[CH:25]=[CH:24][C:23]([F:26])=[CH:22][CH:21]=1.C([O-])([O-])=O.[Cs+].[Cs+]. Product: [F:26][C:23]1[CH:24]=[CH:25][C:20]([O:19][CH2:18][CH2:17][N:3]2[CH2:2][CH:1]3[NH:8][CH:5]([CH2:6][CH2:7]3)[CH2:4]2)=[CH:21][CH:22]=1. The catalyst class is: 23.